Dataset: Forward reaction prediction with 1.9M reactions from USPTO patents (1976-2016). Task: Predict the product of the given reaction. (1) Given the reactants O.[OH-].[Li+].[C:4]1([C:11]2[CH:16]=[CH:15][CH:14]=[CH:13][CH:12]=2)[C:5]([NH2:10])=[CH:6][CH:7]=[CH:8][CH:9]=1.[C:17](Br)(=[O:19])[CH3:18], predict the reaction product. The product is: [C:4]1([C:11]2[CH:12]=[CH:13][CH:14]=[CH:15][CH:16]=2)[CH:9]=[CH:8][CH:7]=[CH:6][C:5]=1[NH:10][C:17](=[O:19])[CH3:18]. (2) Given the reactants [CH3:1][O:2][C:3]1[CH:4]=[C:5]([CH2:11][C:12](C2C=CC=CC=2)=O)[CH:6]=[CH:7][C:8]=1[O:9][CH3:10].[F:20][C:21]1[CH:26]=[CH:25][C:24]([C:27]2[N:28]=[C:29]3[N:33]([C:34]=2[CH:35]=O)[CH:32]=[CH:31][S:30]3)=[CH:23][CH:22]=1.[OH-:37].[Na+], predict the reaction product. The product is: [CH3:1][O:2][C:3]1[CH:4]=[C:5]([C:11](=[O:37])/[CH:12]=[CH:35]/[C:34]2[N:33]3[C:29]([S:30][CH:31]=[CH:32]3)=[N:28][C:27]=2[C:24]2[CH:23]=[CH:22][C:21]([F:20])=[CH:26][CH:25]=2)[CH:6]=[CH:7][C:8]=1[O:9][CH3:10]. (3) Given the reactants [OH:1][C@H:2]([CH2:8][CH2:9][CH2:10][CH2:11][CH2:12][CH2:13][CH2:14][CH2:15][CH2:16][CH2:17][CH3:18])[CH2:3][C:4]([O:6][CH3:7])=[O:5].ClC(Cl)(Cl)C(=N)O[CH2:23][C:24]1[CH:29]=[CH:28][CH:27]=[CH:26][CH:25]=1.FC(F)(F)S(O)(=O)=O, predict the reaction product. The product is: [CH2:23]([O:1][C@H:2]([CH2:8][CH2:9][CH2:10][CH2:11][CH2:12][CH2:13][CH2:14][CH2:15][CH2:16][CH2:17][CH3:18])[CH2:3][C:4]([O:6][CH3:7])=[O:5])[C:24]1[CH:29]=[CH:28][CH:27]=[CH:26][CH:25]=1. (4) The product is: [NH:19]1[CH:20]=[CH:21][N:22]=[C:18]1[CH2:17][N:16]([CH2:15][C:8]1[C:9]2[C:14](=[CH:13][CH:12]=[CH:11][CH:10]=2)[C:5]([C:3]([OH:4])=[O:2])=[CH:6][CH:7]=1)[CH2:23][C:24]1[NH:28][CH:27]=[CH:26][N:25]=1. Given the reactants C[O:2][C:3]([C:5]1[C:14]2[C:9](=[CH:10][CH:11]=[CH:12][CH:13]=2)[C:8]([CH2:15][N:16]([CH2:23][C:24]2[NH:25][CH:26]=[CH:27][N:28]=2)[CH2:17][C:18]2[NH:19][CH:20]=[CH:21][N:22]=2)=[CH:7][CH:6]=1)=[O:4].[OH-].[Na+].Cl, predict the reaction product. (5) Given the reactants [Br:1][C:2]1[C:7]2[N:8]=[C:9]([C:11]3[C:12](=[O:28])[NH:13][CH:14]=[CH:15][C:16]=3[NH:17][CH2:18][C@H:19]([C:21]3[CH:26]=[CH:25][CH:24]=[C:23]([Cl:27])[CH:22]=3)[OH:20])[NH:10][C:6]=2[CH:5]=[C:4]([C:29]#N)[CH:3]=1.CC(C[AlH]CC(C)C)C.CC[O:42]C(C)=O.O, predict the reaction product. The product is: [Br:1][C:2]1[C:7]2[N:8]=[C:9]([C:11]3[C:12](=[O:28])[NH:13][CH:14]=[CH:15][C:16]=3[NH:17][CH2:18][C@H:19]([C:21]3[CH:26]=[CH:25][CH:24]=[C:23]([Cl:27])[CH:22]=3)[OH:20])[NH:10][C:6]=2[CH:5]=[C:4]([CH:29]=[O:42])[CH:3]=1. (6) The product is: [CH3:12][O:11][C:9]([C:7]1[S:8][C:4]2[CH:3]=[C:2]([N:1]([CH2:6][C:5]3[CH:13]=[CH:14][CH:2]=[CH:3][CH:4]=3)[CH2:15][C:16]3[CH:21]=[CH:20][CH:19]=[CH:18][CH:17]=3)[CH:14]=[CH:13][C:5]=2[CH:6]=1)=[O:10]. Given the reactants [NH2:1][C:2]1[CH:14]=[CH:13][C:5]2[CH:6]=[C:7]([C:9]([O:11][CH3:12])=[O:10])[S:8][C:4]=2[CH:3]=1.[CH2:15](Br)[C:16]1[CH:21]=[CH:20][CH:19]=[CH:18][CH:17]=1.C(=O)([O-])[O-].[K+].[K+], predict the reaction product. (7) Given the reactants [CH3:1][C:2]1[N:3]=[CH:4][NH:5][CH:6]=1.C(=O)([O-])[O-].[K+].[K+].[OH-].[K+].[Cl-].Br[CH2:17][C:18]([O:20][CH2:21][CH3:22])=[O:19], predict the reaction product. The product is: [CH3:1][C:2]1[N:3]=[CH:4][N:5]([CH2:17][C:18]([O:20][CH2:21][CH3:22])=[O:19])[CH:6]=1.[CH3:1][C:2]1[N:3]([CH2:17][C:18]([O:20][CH2:21][CH3:22])=[O:19])[CH:4]=[N:5][CH:6]=1.